This data is from Full USPTO retrosynthesis dataset with 1.9M reactions from patents (1976-2016). The task is: Predict the reactants needed to synthesize the given product. (1) Given the product [NH:12]1[CH:11]=[C:10]([C:6]2[CH:5]=[C:4]([CH:9]=[CH:8][CH:7]=2)[NH2:1])[CH:14]=[N:13]1, predict the reactants needed to synthesize it. The reactants are: [N+:1]([C:4]1[CH:5]=[C:6]([C:10]2[CH:11]=[N:12][NH:13][CH:14]=2)[CH:7]=[CH:8][CH:9]=1)([O-])=O. (2) The reactants are: C[O:2][C:3](=[O:26])[CH2:4][C@H:5]1[C:9]2[CH:10]=[CH:11][C:12]([O:14][C@H:15]3[C:23]4[C:18](=[C:19]([OH:25])[CH:20]=[CH:21][C:22]=4[F:24])[CH2:17][CH2:16]3)=[CH:13][C:8]=2[O:7][CH2:6]1.F[C:28]1[CH:35]=[CH:34][C:33]([O:36][C:37]([F:40])([F:39])[F:38])=[CH:32][C:29]=1[C:30]#[N:31]. Given the product [C:30]([C:29]1[CH:32]=[C:33]([O:36][C:37]([F:40])([F:39])[F:38])[CH:34]=[CH:35][C:28]=1[O:25][C:19]1[CH:20]=[CH:21][C:22]([F:24])=[C:23]2[C:18]=1[CH2:17][CH2:16][C@H:15]2[O:14][C:12]1[CH:11]=[CH:10][C:9]2[C@H:5]([CH2:4][C:3]([OH:26])=[O:2])[CH2:6][O:7][C:8]=2[CH:13]=1)#[N:31], predict the reactants needed to synthesize it. (3) Given the product [CH2:1]([O:3][C:4](=[O:14])[CH2:5][C:6]1[CH:7]=[N:8][C:9]([Cl:13])=[C:10]([C:25]2[CH:26]=[CH:27][C:28]([C:30]([F:33])([F:32])[F:31])=[CH:29][C:24]=2[CH2:23][N:17]([C:18]([CH:20]2[CH2:22][CH2:21]2)=[O:19])[CH2:15][CH3:16])[CH:11]=1)[CH3:2], predict the reactants needed to synthesize it. The reactants are: [CH2:1]([O:3][C:4](=[O:14])[CH2:5][C:6]1[CH:7]=[N:8][C:9]([Cl:13])=[C:10](Br)[CH:11]=1)[CH3:2].[CH2:15]([N:17]([CH2:23][C:24]1[CH:29]=[C:28]([C:30]([F:33])([F:32])[F:31])[CH:27]=[CH:26][C:25]=1B1OC(C)(C)C(C)(C)O1)[C:18]([CH:20]1[CH2:22][CH2:21]1)=[O:19])[CH3:16].C(=O)([O-])[O-].[K+].[K+].CCOC(C)=O. (4) Given the product [I-:16].[CH:1]([N:4]([CH3:12])[C:5]([N:7]1[CH:11]=[CH:10][N+:9]([CH3:13])=[CH:8]1)=[O:6])([CH3:3])[CH3:2], predict the reactants needed to synthesize it. The reactants are: [CH:1]([N:4]([CH3:12])[C:5]([N:7]1[CH:11]=[CH:10][N:9]=[CH:8]1)=[O:6])([CH3:3])[CH3:2].[C:13](#N)C.[I:16]C.